Dataset: Catalyst prediction with 721,799 reactions and 888 catalyst types from USPTO. Task: Predict which catalyst facilitates the given reaction. Reactant: [CH3:1][C:2]1[C:10]([S:11]([NH:14][CH3:15])(=[O:13])=[O:12])=[CH:9][CH:8]=[C:7]2[C:3]=1[CH2:4][C:5](=[O:16])[NH:6]2.[CH2:17]([O:19][C:20](=[O:33])[CH2:21][NH:22][C:23]([C:25]1[C:29]([CH3:30])=[C:28]([CH:31]=O)[NH:27][CH:26]=1)=[O:24])[CH3:18].N1CCCCC1. Product: [CH2:17]([O:19][C:20](=[O:33])[CH2:21][NH:22][C:23]([C:25]1[C:29]([CH3:30])=[C:28]([CH:31]=[C:4]2[C:3]3[C:7](=[CH:8][CH:9]=[C:10]([S:11](=[O:12])(=[O:13])[NH:14][CH3:15])[C:2]=3[CH3:1])[NH:6][C:5]2=[O:16])[NH:27][CH:26]=1)=[O:24])[CH3:18]. The catalyst class is: 8.